This data is from Reaction yield outcomes from USPTO patents with 853,638 reactions. The task is: Predict the reaction yield, written as a fraction of the theoretical maximum amount of product (1.0 means a 100% yield; for example, 0.34 means a 34% yield). (1) The reactants are Br[C:2]1[CH:3]=[CH:4][C:5]2[O:11][CH2:10][CH2:9][N:8]3[CH:12]=[C:13]([C:15]4[N:19]([CH:20]([CH3:22])[CH3:21])[N:18]=[CH:17][N:16]=4)[N:14]=[C:7]3[C:6]=2[CH:23]=1.FC1C(B(O)O)=CC=CN=1.C([O-])(=O)C.[K+].CN(C=O)C. The catalyst is C1C=CC([P]([Pd]([P](C2C=CC=CC=2)(C2C=CC=CC=2)C2C=CC=CC=2)([P](C2C=CC=CC=2)(C2C=CC=CC=2)C2C=CC=CC=2)[P](C2C=CC=CC=2)(C2C=CC=CC=2)C2C=CC=CC=2)(C2C=CC=CC=2)C2C=CC=CC=2)=CC=1.O. The product is [CH:20]([N:19]1[C:15]([C:13]2[N:14]=[C:7]3[C:6]4[CH:23]=[CH:2][CH:3]=[CH:4][C:5]=4[O:11][CH2:10][CH2:9][N:8]3[CH:12]=2)=[N:16][CH:17]=[N:18]1)([CH3:22])[CH3:21]. The yield is 0.800. (2) The yield is 0.700. The reactants are N(C(OCC)=O)=NC(OCC)=O.[Cl:13][C:14]1[CH:33]=[CH:32][C:17]([NH:18][C:19]2[C:28]3[C:23](=[CH:24][C:25]([OH:31])=[C:26]([O:29][CH3:30])[CH:27]=3)[N:22]=[CH:21][N:20]=2)=[C:16]([F:34])[CH:15]=1.C1(P(C2C=CC=CC=2)C2C=CC=CC=2)C=CC=CC=1.O[CH2:55][CH2:56][CH2:57][N:58]1[CH2:62][CH2:61][CH2:60][C:59]1=[O:63]. The catalyst is C(Cl)Cl. The product is [ClH:13].[Cl:13][C:14]1[CH:33]=[CH:32][C:17]([NH:18][C:19]2[C:28]3[C:23](=[CH:24][C:25]([O:31][CH2:55][CH2:56][CH2:57][N:58]4[CH2:62][CH2:61][CH2:60][C:59]4=[O:63])=[C:26]([O:29][CH3:30])[CH:27]=3)[N:22]=[CH:21][N:20]=2)=[C:16]([F:34])[CH:15]=1.